Dataset: Experimentally validated miRNA-target interactions with 360,000+ pairs, plus equal number of negative samples. Task: Binary Classification. Given a miRNA mature sequence and a target amino acid sequence, predict their likelihood of interaction. (1) The miRNA is rno-let-7e-5p with sequence UGAGGUAGGAGGUUGUAUAGUU. The protein sequence of the target gene is MRKVVLITGASSGIGLALCKRLLAEDDELHLCLACRNMSKAEAVCAALLASHPTAEVTIVQVDVSNLQSVFRASKELKQRFQRLDCIYLNAGIMPNPQLNIKALFFGLFSRKVIHMFSTAEGLLTQGDKITADGLQEVFETNVFGHFILIRELEPLLCHSDNPSQLIWTSSRSARKSNFSLEDFQHSKGKEPYSSSKYATDLLSVALNRNFNQQGLYSNVACPGTALTNLTYGILPPFIWTLLMPAILLLRFFANAFTLTPYNGTEALVWLFHQKPESLNPLIKYLSATTGFGRNYIMTQ.... Result: 0 (no interaction). (2) The miRNA is hsa-miR-744-5p with sequence UGCGGGGCUAGGGCUAACAGCA. The protein sequence of the target gene is MLRLPTVFRQMRPVSRVLAPHLTRAYAKDVKFGADARALMLQGVDLLADAVAVTMGPKGRTVIIEQSWGSPKVTKDGVTVAKSIDLKDKYKNIGAKLVQDVANNTNEEAGDGTTTATVLARSIAKEGFEKISKGANPVEIRRGVMLAVDAVIAELKKQSKPVTTPEEIAQVATISANGDKEIGNIISDAMKKVGRKGVITVKDGKTLNDELEIIEGMKFDRGYISPYFINTSKGQKCEFQDAYVLLSEKKISSIQSIVPALEIANAHRKPLVIIAEDVDGEALSTLVLNRLKVGLQVVAV.... Result: 1 (interaction). (3) The protein sequence of the target gene is MRKIRANAIAILTVAWILGTFYYLWQDNRAHAASSGGRGAQRAGRRSEQLREDRTIPLIVTGTPSKGFDEKAYLSAKQLKAGEDPYRQHAFNQLESDKLSPDRPIRDTRHYSCPSVSYSSDLPATSVIITFHNEARSTLLRTVKSVLNRTPANLIQEIILVDDFSSDPEDCLLLTRIPKVKCLRNDRREGLIRSRVRGADVAAATVLTFLDSHCEVNTEWLPPMLQRVKEDHTRVVSPIIDVISLDNFAYLAASADLRGGFDWSLHFKWEQIPLEQKMTRTDPTRPIRTPVIAGGIFVID.... The miRNA is hsa-miR-1298-3p with sequence CAUCUGGGCAACUGACUGAAC. Result: 0 (no interaction). (4) The miRNA is hsa-miR-4291 with sequence UUCAGCAGGAACAGCU. The protein sequence of the target gene is MTNPKSGVAESAGLACSRAAAGENRMKDSENKGASSPDMEPSYGGGLFDMVKGGAGRLFSNLKDNLKDTLKDTSSRVIQSVSSYTKGDLDFTYVTSRIIVMSFPVDSVDIGFRNQVDDIRSFLDSRHLDHYTVYNLSPKSYRTAKFHSRVSECSWPIRQAPSLHNLFAVCRNMYNWLLQNPKNVCVVHCLDGRAASSILVGAMFIFCNLYSTPGPAVRLLYAKRPGIGLSPSHRRYLGYMCDLLADKPYRPHFKPLTIKAITVSPVPFFNKQRNGCRPYCDVLIGETKIYSTCTDFERMK.... Result: 0 (no interaction). (5) The miRNA is mmu-miR-467f with sequence AUAUACACACACACACCUACA. Result: 1 (interaction). The protein sequence of the target gene is MSKCGRKKYMRTNVRQMTMETVESQQDRSVTRSVAEHSSAHMQTGQISVPTLAQVSVAGSGTGRGSPAVTLVQLPSGQTVQVQGVIQTPHPSVIQSPQIQTVQVATIAETDDSADSEVIDSHKRREILSRRPSYRKILNELSSDVPGIPKIEEEKSEEEGTPPNIATMAVPTSIYQTSTGQYIAIAQGGTIQISNPGSDGVQGLQALTMTNSGAPPPGATIVQYAAQSADGTQQFFVPGSQVVVQDEETDLAPSHMAAATGDMPTYQIRAPTTALPQGVVMAASPGSLHSPQQLAEEATR.... (6) The protein sequence of the target gene is MAALGEPVRLERDICRAIELLEKLQRSGEVPPQKLQALQRVLQSEFCNAVREVYEHVYETVDISSSPEVRANATAKATVAAFAASEGHSHPRVVELPKTEEGLGFNIMGGKEQNSPIYISRIIPGGIADRHGGLKRGDQLLSVNGVSVEGEHHEKAVELLKAAQGKVKLVVRYTPKVLEEMESRFEKMRSAKRRQQT. Result: 0 (no interaction). The miRNA is hsa-miR-4474-3p with sequence UUGUGGCUGGUCAUGAGGCUAA. (7) The miRNA is mmu-miR-141-5p with sequence CAUCUUCCAGUGCAGUGUUGGA. The protein sequence of the target gene is MISPFLVLAIGTCLTNSFVPEKERDPSYWRQQAQETLKNALKLQKLNTNVAKNVIMFLGDGMGVSTVTAARILKGQLHHNTGEETRLEMDKFPFVALSKTYNTNAQVPDSAGTATAYLCGVKANEGTVGVSAATERTRCNTTQGNEVTSILRWAKDAGKSVGIVTTTRVNHATPSAAYAHSADRDWYSDNEMPPEALSQGCKDIAYQLMHNIKDIDVIMGGGRKYMYPKNRTDVEYELDEKARGTRLDGLDLISIWKSFKPRHKHSHYVWNRTELLALDPSRVDYLLGLFEPGDMQYELN.... Result: 0 (no interaction). (8) Result: 0 (no interaction). The miRNA is hsa-miR-6500-5p with sequence AGGAGCUAUCCACUCCAGGUGUCC. The protein sequence of the target gene is MLRLQMTDGHISCTAVEFSYMSKISLNTPPGTKVKLSGIVDIKNGFLLLNDSNTTVLGGEVEHLIEKWELQRSLSKHNRSNIGTEGGPPPFVPFGQKCVSHVQVDSRELDRRKTLQVTMPVKPTNDNDEFEKQRTAAIAEVAKSKETKTFGGGGGGARSNLNMNAAGNRNREVLQKEKSTKSEGKHEGVYRELVDEKALKHITEMGFSKEASRQALMDNGNNLEAALNVLLTSNKQKPVMGPPLRGRGKGRGRIRSEDEEDLGNARPSAPSTLFDFLESKMGTLNVEEPKSQPQQLHQGQ....